From a dataset of Kir2.1 potassium channel HTS with 301,493 compounds. Binary Classification. Given a drug SMILES string, predict its activity (active/inactive) in a high-throughput screening assay against a specified biological target. (1) The drug is Brc1ccc(C(=O)NNC(=O)CCc2c(OC)cccc2)cc1. The result is 0 (inactive). (2) The compound is S=C(N1CCC(NC(=O)Nc2ccc(cc2)C)CC1)NCCOC. The result is 0 (inactive). (3) The compound is S1C=2N(C(N)=C(CC2C(OC(C)C)=O)C(OC(C)C)=O)C(=O)C1. The result is 0 (inactive). (4) The compound is S(=O)(=O)(N1CCN(CC1)C)c1cc(C(=O)NC2C(CCCC2)C)ccc1. The result is 0 (inactive). (5) The drug is Clc1c(F)cc(CN2C(CC(=O)NCCc3cccnc3)C(=O)NCC2)cc1. The result is 0 (inactive). (6) The drug is O(C(=O)C(=O)C=1CC(=CN(Cc2ccccc2)C1)C#N)CC. The result is 0 (inactive). (7) The molecule is S(=O)(=O)(N1CCN(CC1)CCC#N)c1ccc(S(=O)(=O)N(C)C)cc1. The result is 0 (inactive). (8) The compound is S(=O)(=O)(N1CCN(CC1)C)c1ccc(NC(=O)c2cc(OC)ccc2)cc1. The result is 0 (inactive).